Dataset: Full USPTO retrosynthesis dataset with 1.9M reactions from patents (1976-2016). Task: Predict the reactants needed to synthesize the given product. Given the product [F:1][C:2]1[CH:26]=[CH:25][C:5]([C:6]([NH:8][C@@H:9]([CH2:10][CH2:11][CH2:12][C:13]([NH:70][C@@H:68]2[CH2:69][C@H:67]2[C:64]2[CH:65]=[CH:66][C:61]([F:60])=[CH:62][CH:63]=2)=[O:15])[C:16]([N:18]2[CH2:23][CH2:22][N:21]([CH3:24])[CH2:20][CH2:19]2)=[O:17])=[O:7])=[CH:4][CH:3]=1, predict the reactants needed to synthesize it. The reactants are: [F:1][C:2]1[CH:26]=[CH:25][C:5]([C:6]([NH:8][C@H:9]([C:16]([N:18]2[CH2:23][CH2:22][N:21]([CH3:24])[CH2:20][CH2:19]2)=[O:17])[CH2:10][CH2:11][CH2:12][C:13]([OH:15])=O)=[O:7])=[CH:4][CH:3]=1.CN(C(ON1N=NC2C=CC=NC1=2)=[N+](C)C)C.F[P-](F)(F)(F)(F)F.CCN(C(C)C)C(C)C.[F:60][C:61]1[CH:66]=[CH:65][C:64]([C@@H:67]2[CH2:69][C@H:68]2[NH2:70])=[CH:63][CH:62]=1.